Dataset: Forward reaction prediction with 1.9M reactions from USPTO patents (1976-2016). Task: Predict the product of the given reaction. (1) Given the reactants [N+:1]([C:4]1[CH:30]=[CH:29][C:7]([CH2:8][CH:9]2[NH:26][CH2:25][C:24](=O)[NH:23][CH2:22][CH2:21][NH:20][CH2:19][CH2:18][NH:17][CH2:16][CH2:15][NH:14][CH2:13][CH2:12][NH:11][C:10]2=O)=[CH:6][CH:5]=1)([O-:3])=[O:2].CO, predict the reaction product. The product is: [N+:1]([C:4]1[CH:30]=[CH:29][C:7]([CH2:8][CH:9]2[CH2:10][NH:11][CH2:12][CH2:13][NH:14][CH2:15][CH2:16][NH:17][CH2:18][CH2:19][NH:20][CH2:21][CH2:22][NH:23][CH2:24][CH2:25][NH:26]2)=[CH:6][CH:5]=1)([O-:3])=[O:2]. (2) Given the reactants [ClH:1].C(OC(=O)[NH:8][CH2:9][CH:10]1[O:14][C:13](=[O:15])[N:12]([C:16]2[CH:21]=[CH:20][C:19]([N:22]3[CH:27]=[CH:26][C:25](=[O:28])[CH2:24][CH2:23]3)=[C:18]([F:29])[CH:17]=2)[CH2:11]1)(C)(C)C, predict the reaction product. The product is: [ClH:1].[NH2:8][CH2:9][CH:10]1[O:14][C:13](=[O:15])[N:12]([C:16]2[CH:21]=[CH:20][C:19]([N:22]3[CH:23]=[CH:24][C:25](=[O:28])[CH2:26][CH2:27]3)=[C:18]([F:29])[CH:17]=2)[CH2:11]1.